Task: Predict which catalyst facilitates the given reaction.. Dataset: Catalyst prediction with 721,799 reactions and 888 catalyst types from USPTO (1) Reactant: Br[C:2]1[CH:3]=[C:4]2[C:9](=[CH:10][C:11]=1[O:12][CH2:13][CH:14]1[CH2:19][CH2:18][N:17](C(OC(C)(C)C)=O)[CH2:16][CH2:15]1)[N:8]=[C:7]([NH:27][C:28]1[CH:33]=[CH:32][C:31]([C:34](=[O:37])[NH:35][CH3:36])=[CH:30][CH:29]=1)[N:6]=[CH:5]2.[Br-].[S:39]1[CH:43]=[CH:42][N:41]=[C:40]1[Zn+]. Product: [CH3:36][NH:35][C:34](=[O:37])[C:31]1[CH:30]=[CH:29][C:28]([NH:27][C:7]2[N:6]=[CH:5][C:4]3[C:9](=[CH:10][C:11]([O:12][CH2:13][CH:14]4[CH2:15][CH2:16][NH:17][CH2:18][CH2:19]4)=[C:2]([C:40]4[S:39][CH:43]=[CH:42][N:41]=4)[CH:3]=3)[N:8]=2)=[CH:33][CH:32]=1. The catalyst class is: 1. (2) Product: [F:51][C:52]([F:57])([F:56])[C:53]([OH:55])=[O:54].[NH2:8][C@H:9]([C:11]([O:13][CH2:14][CH2:15][O:16][C:17]1[CH:22]=[CH:21][C:20]([C:23]2[C:28]([C:29]#[N:30])=[C:27]([S:31][CH2:32][C:33]3[N:34]=[C:35]([C:38]4[CH:39]=[CH:40][C:41]([Cl:44])=[CH:42][CH:43]=4)[S:36][CH:37]=3)[N:26]=[C:25]([N:45]3[CH2:46][CH2:47][CH2:48]3)[C:24]=2[C:49]#[N:50])=[CH:19][CH:18]=1)=[O:12])[CH3:10]. The catalyst class is: 4. Reactant: C(OC([NH:8][C@H:9]([C:11]([O:13][CH2:14][CH2:15][O:16][C:17]1[CH:22]=[CH:21][C:20]([C:23]2[C:28]([C:29]#[N:30])=[C:27]([S:31][CH2:32][C:33]3[N:34]=[C:35]([C:38]4[CH:43]=[CH:42][C:41]([Cl:44])=[CH:40][CH:39]=4)[S:36][CH:37]=3)[N:26]=[C:25]([N:45]3[CH2:48][CH2:47][CH2:46]3)[C:24]=2[C:49]#[N:50])=[CH:19][CH:18]=1)=[O:12])[CH3:10])=O)(C)(C)C.[F:51][C:52]([F:57])([F:56])[C:53]([OH:55])=[O:54]. (3) Reactant: [F:1][C:2]1[C:10]([Cl:11])=[CH:9][C:8]([C:12]([F:15])([F:14])[F:13])=[CH:7][C:3]=1[C:4]([OH:6])=O.C(N1CCCCC1)=O.C(Cl)(=O)C(Cl)=O.Cl.[C:31]([C:35]1[CH:53]=[CH:52][C:38]([CH2:39][NH:40][CH2:41][CH2:42][C:43]2[CH:48]=[CH:47][C:46]([Cl:49])=[C:45]([CH2:50][CH3:51])[CH:44]=2)=[CH:37][CH:36]=1)([CH3:34])([CH3:33])[CH3:32].C(N(CC)CC)C. Product: [C:31]([C:35]1[CH:53]=[CH:52][C:38]([CH2:39][N:40]([CH2:41][CH2:42][C:43]2[CH:48]=[CH:47][C:46]([Cl:49])=[C:45]([CH2:50][CH3:51])[CH:44]=2)[C:4](=[O:6])[C:3]2[CH:7]=[C:8]([C:12]([F:15])([F:14])[F:13])[CH:9]=[C:10]([Cl:11])[C:2]=2[F:1])=[CH:37][CH:36]=1)([CH3:33])([CH3:32])[CH3:34]. The catalyst class is: 11. (4) Product: [F:10][C:9]([F:12])([F:11])[C:5]1[C:4]2[CH2:13][CH:14]([C:15]#[N:16])[C:3]=2[CH:8]=[CH:7][CH:6]=1. The catalyst class is: 194. Reactant: N.Cl[C:3]1[CH:8]=[CH:7][CH:6]=[C:5]([C:9]([F:12])([F:11])[F:10])[C:4]=1[CH2:13][CH2:14][C:15]#[N:16].[N+]([O-])([O-])=O.[NH4+].C(OCC)(=O)C. (5) Reactant: [N:1]1[CH:6]=[CH:5][CH:4]=[CH:3][C:2]=1[C:7]1[CH:8]=[N:9][NH:10][C:11]=1[NH2:12].O=[C:14]([C:21]1[CH:26]=[CH:25][C:24]([C:27]([F:30])([F:29])[F:28])=[CH:23][CH:22]=1)[CH2:15][C:16](OCC)=[O:17].CC1C=CC(S(O)(=O)=O)=CC=1. Product: [N:1]1[CH:6]=[CH:5][CH:4]=[CH:3][C:2]=1[C:7]1[CH:8]=[N:9][N:10]2[C:16](=[O:17])[CH:15]=[C:14]([C:21]3[CH:26]=[CH:25][C:24]([C:27]([F:28])([F:29])[F:30])=[CH:23][CH:22]=3)[NH:12][C:11]=12. The catalyst class is: 114. (6) Reactant: C([O:3][C:4]([C:6]1[CH:18]=[CH:17][C:9]2[O:10][CH2:11][C:12]([CH3:16])([CH3:15])[CH2:13][O:14][C:8]=2[CH:7]=1)=O)C.[H-].C([Al+]CC(C)C)C(C)C.O.Cl. The catalyst class is: 182. Product: [CH3:15][C:12]1([CH3:16])[CH2:11][O:10][C:9]2[CH:17]=[CH:18][C:6]([CH2:4][OH:3])=[CH:7][C:8]=2[O:14][CH2:13]1. (7) Reactant: [NH2:1][CH2:2][C:3]1[CH:22]=[CH:21][C:6]([C:7]([NH:9][CH2:10][CH2:11][CH2:12][CH2:13][N:14]([CH2:18][CH2:19][CH3:20])[CH2:15][CH2:16][CH3:17])=[O:8])=[CH:5][CH:4]=1.C(OC)(OC)OC.[CH3:30][N:31]1[CH:35]=[CH:34][N:33]=[C:32]1[CH:36]=O.[BH4-].[Na+]. Product: [CH2:18]([N:14]([CH2:15][CH2:16][CH3:17])[CH2:13][CH2:12][CH2:11][CH2:10][NH:9][C:7](=[O:8])[C:6]1[CH:21]=[CH:22][C:3]([CH2:2][NH:1][CH2:36][C:32]2[N:31]([CH3:30])[CH:35]=[CH:34][N:33]=2)=[CH:4][CH:5]=1)[CH2:19][CH3:20]. The catalyst class is: 24. (8) Reactant: [CH3:1][C:2]1[CH:7]=[CH:6][CH:5]=[C:4]([CH3:8])[C:3]=1[NH:9][C:10](=[O:18])[CH2:11][N:12]1[CH2:17][CH2:16][NH:15][CH2:14][CH2:13]1.[CH3:19][O:20][C:21]1[CH:31]=[CH:30][CH:29]=[CH:28][C:22]=1[O:23][CH2:24][CH:25]1[O:27][CH2:26]1.O. Product: [CH3:1][C:2]1[C:3]([NH:9][C:10]([CH2:11][N:12]2[CH2:13][CH2:14][N:15]([CH2:26][CH:25]([OH:27])[CH2:24][O:23][C:22]3[CH:28]=[CH:29][CH:30]=[CH:31][C:21]=3[O:20][CH3:19])[CH2:16][CH2:17]2)=[O:18])=[C:4]([CH3:8])[CH:5]=[CH:6][CH:7]=1. The catalyst class is: 21.